This data is from Catalyst prediction with 721,799 reactions and 888 catalyst types from USPTO. The task is: Predict which catalyst facilitates the given reaction. Reactant: [O:1]=[C:2]1[C:6]2([CH2:11][CH2:10][NH:9][CH2:8][CH2:7]2)[N:5]([C:12]2[CH:17]=[CH:16][CH:15]=[CH:14][CH:13]=2)[CH2:4][N:3]1[C:18]1[CH:19]=[C:20]([CH:25]=[CH:26][CH:27]=1)[C:21]([O:23][CH3:24])=[O:22].C(=O)([O-])[O-].[K+].[K+].I[CH2:35][CH2:36][CH2:37][C:38]([C:40]1[CH:45]=[CH:44][CH:43]=[CH:42][CH:41]=1)=[O:39]. Product: [O:1]=[C:2]1[C:6]2([CH2:7][CH2:8][N:9]([CH2:35][CH2:36][CH2:37][C:38](=[O:39])[C:40]3[CH:45]=[CH:44][CH:43]=[CH:42][CH:41]=3)[CH2:10][CH2:11]2)[N:5]([C:12]2[CH:13]=[CH:14][CH:15]=[CH:16][CH:17]=2)[CH2:4][N:3]1[C:18]1[CH:19]=[C:20]([CH:25]=[CH:26][CH:27]=1)[C:21]([O:23][CH3:24])=[O:22]. The catalyst class is: 42.